Dataset: Full USPTO retrosynthesis dataset with 1.9M reactions from patents (1976-2016). Task: Predict the reactants needed to synthesize the given product. (1) Given the product [Cl:1][C:2]1[C:3](=[O:28])[N:4]([CH2:18][C:19]2[CH:20]=[C:21]3[C:25](=[CH:26][CH:27]=2)[N:24]([C:33](=[O:32])[CH2:34][OH:35])[CH2:23][CH2:22]3)[CH:5]=[CH:6][C:7]=1[O:8][CH2:9][C:10]1[CH:15]=[CH:14][C:13]([F:16])=[CH:12][C:11]=1[F:17], predict the reactants needed to synthesize it. The reactants are: [Cl:1][C:2]1[C:3](=[O:28])[N:4]([CH2:18][C:19]2[CH:20]=[C:21]3[C:25](=[CH:26][CH:27]=2)[NH:24][CH2:23][CH2:22]3)[CH:5]=[CH:6][C:7]=1[O:8][CH2:9][C:10]1[CH:15]=[CH:14][C:13]([F:16])=[CH:12][C:11]=1[F:17].C([O:32][CH2:33][C:34](Cl)=[O:35])(=O)C.C(N(CC)CC)C.[OH-].[Na+]. (2) The reactants are: CCN(C(C)C)C(C)C.[CH3:10][CH:11]([CH3:47])[CH2:12][C@H:13]([N:17]([CH2:39][O:40][C:41](=[O:46])[C:42]([CH3:45])([CH3:44])[CH3:43])[C:18](=[O:38])[C@@H:19]([NH:28][C:29](=[O:37])[CH2:30][N:31]1[CH2:36][CH2:35][O:34][CH2:33][CH2:32]1)[CH2:20][CH2:21][C:22]1[CH:27]=[CH:26][CH:25]=[CH:24][CH:23]=1)[C:14](O)=[O:15].[NH2:48][C@H:49]([C:57]([O:59][CH2:60][C:61]1[CH:66]=[CH:65][CH:64]=[CH:63][CH:62]=1)=[O:58])[CH2:50][C:51]1[CH:56]=[CH:55][CH:54]=[CH:53][CH:52]=1.CN(C(ON1N=NC2C=CC=NC1=2)=[N+](C)C)C.F[P-](F)(F)(F)(F)F. Given the product [CH3:10][CH:11]([CH3:47])[CH2:12][C@H:13]([N:17]([CH2:39][O:40][C:41](=[O:46])[C:42]([CH3:45])([CH3:44])[CH3:43])[C:18](=[O:38])[C@@H:19]([NH:28][C:29](=[O:37])[CH2:30][N:31]1[CH2:32][CH2:33][O:34][CH2:35][CH2:36]1)[CH2:20][CH2:21][C:22]1[CH:27]=[CH:26][CH:25]=[CH:24][CH:23]=1)[C:14]([NH:48][C@@H:49]([CH2:50][C:51]1[CH:56]=[CH:55][CH:54]=[CH:53][CH:52]=1)[C:57]([O:59][CH2:60][C:61]1[CH:66]=[CH:65][CH:64]=[CH:63][CH:62]=1)=[O:58])=[O:15], predict the reactants needed to synthesize it. (3) Given the product [C:16]1([CH2:15][CH2:14][O:1][C:2]2[CH:3]=[C:4]3[C:9](=[CH:10][CH:11]=2)[C:8](=[O:12])[CH2:7][CH2:6][CH2:5]3)[CH:21]=[CH:20][CH:19]=[CH:18][CH:17]=1, predict the reactants needed to synthesize it. The reactants are: [OH:1][C:2]1[CH:3]=[C:4]2[C:9](=[CH:10][CH:11]=1)[C:8](=[O:12])[CH2:7][CH2:6][CH2:5]2.Br[CH2:14][CH2:15][C:16]1[CH:21]=[CH:20][CH:19]=[CH:18][CH:17]=1.C(=O)([O-])[O-].[K+].[K+]. (4) Given the product [CH2:18]([C:15]1[CH:14]=[CH:13][C:12]([C:10]([C:5]2[C:6]([O:8][CH3:9])=[N:7][C:2]([Cl:1])=[CH:3][CH:4]=2)=[O:11])=[CH:17][CH:16]=1)[CH3:19], predict the reactants needed to synthesize it. The reactants are: [Cl:1][C:2]1[N:7]=[C:6]([O:8][CH3:9])[C:5]([CH:10]([C:12]2[CH:17]=[CH:16][C:15]([CH2:18][CH3:19])=[CH:14][CH:13]=2)[OH:11])=[CH:4][CH:3]=1.C(=O)(O)[O-].[Na+].S([O-])([O-])(=O)=S.[Na+].[Na+]. (5) Given the product [Cl:1][C:2]1[C:7]([Cl:8])=[CH:6][CH:5]=[CH:4][C:3]=1[N:9]1[CH2:10][CH2:11][N:12]([CH2:15][CH2:16][CH2:17][CH2:18][O:19][C:20]2[CH:29]=[C:28]3[C:23]([CH2:24][CH2:25][C:26](=[O:35])[N:27]3[C:30]([O:32][CH2:33][O:41][C:36](=[O:40])[CH2:37][CH2:38][CH3:39])=[O:31])=[CH:22][CH:21]=2)[CH2:13][CH2:14]1, predict the reactants needed to synthesize it. The reactants are: [Cl:1][C:2]1[C:7]([Cl:8])=[CH:6][CH:5]=[CH:4][C:3]=1[N:9]1[CH2:14][CH2:13][N:12]([CH2:15][CH2:16][CH2:17][CH2:18][O:19][C:20]2[CH:29]=[C:28]3[C:23]([CH2:24][CH2:25][C:26](=[O:35])[N:27]3[C:30]([O:32][CH2:33]Cl)=[O:31])=[CH:22][CH:21]=2)[CH2:11][CH2:10]1.[C:36]([OH:41])(=[O:40])[CH2:37][CH2:38][CH3:39].C(=O)([O-])[O-].[Cs+].[Cs+]. (6) Given the product [CH2:1]([C:3]1[O:7][C:6]2[CH:8]=[CH:9][CH:10]=[CH:11][C:5]=2[C:4]=1[S:13]([Cl:12])(=[O:15])=[O:14])[CH3:2], predict the reactants needed to synthesize it. The reactants are: [CH2:1]([C:3]1[O:7][C:6]2[CH:8]=[CH:9][CH:10]=[CH:11][C:5]=2[CH:4]=1)[CH3:2].[Cl:12][S:13](O)(=[O:15])=[O:14].P(Cl)(Cl)(Cl)(Cl)Cl. (7) Given the product [O:1]1[CH2:2][CH2:3][N:4]=[C:5]1[C:7]1[CH:12]=[C:11]([C:13]2[N:14]=[C:15]([C:18]3[CH:19]=[CH:20][N:21]=[CH:22][CH:23]=3)[S:16][CH:17]=2)[C:10](=[O:24])[NH:9][C:8]=1[CH:25]([CH3:27])[CH3:26], predict the reactants needed to synthesize it. The reactants are: [OH:1][CH:2](C)[CH2:3][NH:4][C:5]([C:7]1[CH:12]=[C:11]([C:13]2[N:14]=[C:15]([C:18]3[CH:23]=[CH:22][N:21]=[CH:20][CH:19]=3)[S:16][CH:17]=2)[C:10](=[O:24])[NH:9][C:8]=1[CH:25]([CH3:27])[CH3:26])=O.C1C=CC(P(C2C=CC=CC=2)C2C=CC=CC=2)=CC=1.CC(OC(/N=N/C(OC(C)C)=O)=O)C. (8) Given the product [ClH:3].[NH2:12][C@@:13]1([C:32]([O:34][CH2:35][CH3:36])=[O:33])[CH2:18][C@@H:17]([S:19][C:20]2[NH:24][CH:23]=[N:22][N:21]=2)[C@@H:16]2[C@H:14]1[C@H:15]2[C:25]([O:27][CH2:28][CH3:29])=[O:26], predict the reactants needed to synthesize it. The reactants are: S(Cl)([Cl:3])=O.C(OC([NH:12][C@@:13]1([C:32]([O:34][C:35](C)(C)[CH3:36])=[O:33])[CH2:18][C@@H:17]([S:19][C:20]2[NH:24][CH:23]=[N:22][N:21]=2)[C@@H:16]2[C@H:14]1[C@H:15]2[C:25]([O:27][C:28](C)(C)[CH3:29])=[O:26])=O)(C)(C)C.